Dataset: Forward reaction prediction with 1.9M reactions from USPTO patents (1976-2016). Task: Predict the product of the given reaction. (1) Given the reactants [F:1][C:2]1[C:12]2[C:11](=[O:13])[CH2:10][CH2:9][CH2:8][CH2:7][C:6]=2[CH:5]=[C:4]([N:14]2[CH2:18][C@H:17]([CH2:19][NH:20][C:21](=[O:23])[CH3:22])[O:16][C:15]2=[O:24])[CH:3]=1.[Li+].C[Si]([N-][Si](C)(C)C)(C)C.[O:35]1[C:39]([C:40](Cl)=[O:41])=[CH:38][CH:37]=[N:36]1, predict the reaction product. The product is: [F:1][C:2]1[C:12]2[C:11](=[O:13])[CH:10]([C:40]([C:39]3[O:35][N:36]=[CH:37][CH:38]=3)=[O:41])[CH2:9][CH2:8][CH2:7][C:6]=2[CH:5]=[C:4]([N:14]2[CH2:18][C@H:17]([CH2:19][NH:20][C:21](=[O:23])[CH3:22])[O:16][C:15]2=[O:24])[CH:3]=1. (2) Given the reactants [CH3:1][O:2][C:3]([C:5]1[CH:13]=[C:12]2[C:8]([C:9]([CH:35]3[CH2:40][CH2:39][CH2:38][CH2:37][CH2:36]3)=[C:10]([C:18]3[CH:19]=[C:20]4[C:25](=[CH:26][CH:27]=3)[N:24]=[C:23]([C:28]3[S:32][C:31]([CH3:33])=[N:30][C:29]=3[CH3:34])[CH:22]=[CH:21]4)[N:11]2[CH2:14][C:15]([OH:17])=O)=[CH:7][CH:6]=1)=[O:4].COC(C1C=[C:52]2C(C(C3CCCCC3)=[C:50](Br)[N:51]2CC(N2CCOCC2)=O)=CC=1)=O.N1CCOCC1.CNC, predict the reaction product. The product is: [CH3:1][O:2][C:3]([C:5]1[CH:13]=[C:12]2[C:8]([C:9]([CH:35]3[CH2:40][CH2:39][CH2:38][CH2:37][CH2:36]3)=[C:10]([C:18]3[CH:19]=[C:20]4[C:25](=[CH:26][CH:27]=3)[N:24]=[C:23]([C:28]3[S:32][C:31]([CH3:33])=[N:30][C:29]=3[CH3:34])[CH:22]=[CH:21]4)[N:11]2[CH2:14][C:15](=[O:17])[N:51]([CH3:52])[CH3:50])=[CH:7][CH:6]=1)=[O:4]. (3) Given the reactants [NH2:1][C:2]1[CH:7]=[C:6]([O:8][CH3:9])[CH:5]=[CH:4][C:3]=1[CH:10]1[CH2:19][CH2:18][C:17]2[CH:16]=[C:15]([OH:20])[CH:14]=[CH:13][C:12]=2[CH2:11]1.[C:21](OC(=O)CC)(=O)[CH2:22][CH3:23], predict the reaction product. The product is: [CH3:9][O:8][C:6]1[CH:5]=[CH:4][C:3]([CH:10]2[CH2:19][CH2:18][C:17]3[CH:16]=[C:15]([OH:20])[CH:14]=[CH:13][C:12]=3[CH2:11]2)=[C:2]([NH:1][CH2:21][CH2:22][CH3:23])[CH:7]=1. (4) Given the reactants Br[C:2]1[CH:11]=[C:10]2[C:5]([C:6]([NH:14][C:15]3[CH:20]=[C:19]([O:21][CH3:22])[C:18]([O:23][CH3:24])=[C:17]([O:25][CH3:26])[CH:16]=3)=[C:7]([C:12]#[N:13])[CH:8]=[N:9]2)=[CH:4][CH:3]=1.C([Sn](CCCC)(CCCC)/C=[CH:33]/[CH2:34][CH2:35][CH2:36][N:37]1[CH2:42][CH2:41][O:40][CH2:39][CH2:38]1)CCC, predict the reaction product. The product is: [N:37]1([CH2:36][CH2:35]/[CH:34]=[CH:33]/[C:2]2[CH:11]=[C:10]3[C:5]([C:6]([NH:14][C:15]4[CH:16]=[C:17]([O:25][CH3:26])[C:18]([O:23][CH3:24])=[C:19]([O:21][CH3:22])[CH:20]=4)=[C:7]([C:12]#[N:13])[CH:8]=[N:9]3)=[CH:4][CH:3]=2)[CH2:42][CH2:41][O:40][CH2:39][CH2:38]1. (5) Given the reactants C(N(CC)CC)C.[Br:8][C:9]1[C:17]2[S:16][C:15]([C:18]([OH:20])=O)=[CH:14][C:13]=2[CH:12]=[CH:11][CH:10]=1.Cl.[CH3:22][O:23][NH:24][CH3:25].CCN=C=NCCCN(C)C.C1C=CC2N(O)N=NC=2C=1.C(=O)(O)[O-].[Na+], predict the reaction product. The product is: [Br:8][C:9]1[C:17]2[S:16][C:15]([C:18]([N:24]([O:23][CH3:22])[CH3:25])=[O:20])=[CH:14][C:13]=2[CH:12]=[CH:11][CH:10]=1.